Dataset: Forward reaction prediction with 1.9M reactions from USPTO patents (1976-2016). Task: Predict the product of the given reaction. (1) The product is: [Cl:1][C:2]1[CH:11]=[C:10]2[C:5]([C:6]([C:29]3[CH:30]=[C:31](/[CH:6]=[CH:7]/[C:8]([OH:12])=[O:9])[CH:32]=[CH:33][CH:34]=3)=[C:7]([CH2:13][C:14]([NH:16][C:17]3[C:22]([C:23]([F:26])([F:24])[F:25])=[CH:21][C:20]([F:27])=[CH:19][C:18]=3[OH:28])=[O:15])[C:8](=[O:12])[O:9]2)=[CH:4][C:3]=1[CH3:40]. Given the reactants [Cl:1][C:2]1[CH:11]=[C:10]2[C:5]([C:6]([C:29]3[CH:30]=[C:31](OC(=O)C=C)[CH:32]=[CH:33][CH:34]=3)=[C:7]([CH2:13][C:14]([NH:16][C:17]3[C:22]([C:23]([F:26])([F:25])[F:24])=[CH:21][C:20]([F:27])=[CH:19][C:18]=3[OH:28])=[O:15])[C:8](=[O:12])[O:9]2)=[CH:4][C:3]=1[CH3:40], predict the reaction product. (2) Given the reactants [Li+].CC([N-]C(C)C)C.CCCCCCC.C1COCC1.C(C1C=CC=CC=1)C.[CH3:29][O:30][C:31]1[CH:40]=[C:39]2[C:34]([C:35](=[O:41])[CH2:36][S:37][CH2:38]2)=[CH:33][CH:32]=1.CN(P(N(C)C)(N(C)C)=O)C.C([C:55]([O:57][CH3:58])=[O:56])#N.[NH4+].[Cl-], predict the reaction product. The product is: [CH3:58][O:57][C:55]([CH:36]1[C:35](=[O:41])[C:34]2[C:39](=[CH:40][C:31]([O:30][CH3:29])=[CH:32][CH:33]=2)[CH2:38][S:37]1)=[O:56]. (3) Given the reactants [CH3:1][O:2][C:3]1[CH:8]=[CH:7][C:6]([C:9]2[CH:17]=[C:16]3[C:12]([C:13]([CH2:27][N:28](C)[C:29](=O)OC(C)(C)C)=[CH:14][N:15]3[S:18]([C:21]3[CH:22]=[N:23][CH:24]=[CH:25][CH:26]=3)(=[O:20])=[O:19])=[CH:11][CH:10]=2)=[CH:5][CH:4]=1.[ClH:37].CO, predict the reaction product. The product is: [ClH:37].[CH3:1][O:2][C:3]1[CH:8]=[CH:7][C:6]([C:9]2[CH:17]=[C:16]3[C:12]([C:13]([CH2:27][NH:28][CH3:29])=[CH:14][N:15]3[S:18]([C:21]3[CH:22]=[N:23][CH:24]=[CH:25][CH:26]=3)(=[O:20])=[O:19])=[CH:11][CH:10]=2)=[CH:5][CH:4]=1.